Dataset: CYP2C9 substrate classification data from Carbon-Mangels et al.. Task: Regression/Classification. Given a drug SMILES string, predict its absorption, distribution, metabolism, or excretion properties. Task type varies by dataset: regression for continuous measurements (e.g., permeability, clearance, half-life) or binary classification for categorical outcomes (e.g., BBB penetration, CYP inhibition). Dataset: cyp2c9_substrate_carbonmangels. (1) The molecule is CC(C)NC[C@@H]1CCc2cc(CO)c([N+](=O)[O-])cc2N1. The result is 0 (non-substrate). (2) The result is 0 (non-substrate). The molecule is CCN1CCC[C@@H]1CNC(=O)c1cc(S(N)(=O)=O)ccc1OC. (3) The drug is O=[N+]([O-])OCC(CO[N+](=O)[O-])O[N+](=O)[O-]. The result is 0 (non-substrate). (4) The compound is O=C1NC(c2ccccc2)(c2ccccc2)C(=O)N1COP(=O)(O)O. The result is 0 (non-substrate). (5) The molecule is C[C@@H]1C[C@H]2[C@@H]3CCC4=CC(=O)C=C[C@]4(C)[C@@]3(F)[C@@H](O)C[C@]2(C)[C@@]1(O)C(=O)CO. The result is 0 (non-substrate).